This data is from NCI-60 drug combinations with 297,098 pairs across 59 cell lines. The task is: Regression. Given two drug SMILES strings and cell line genomic features, predict the synergy score measuring deviation from expected non-interaction effect. (1) Drug 1: C1C(C(OC1N2C=NC(=NC2=O)N)CO)O. Drug 2: N.N.Cl[Pt+2]Cl. Cell line: HL-60(TB). Synergy scores: CSS=76.9, Synergy_ZIP=4.37, Synergy_Bliss=7.72, Synergy_Loewe=6.57, Synergy_HSA=9.85. (2) Drug 1: CC1=C(C=C(C=C1)NC(=O)C2=CC=C(C=C2)CN3CCN(CC3)C)NC4=NC=CC(=N4)C5=CN=CC=C5. Drug 2: CN1C2=C(C=C(C=C2)N(CCCl)CCCl)N=C1CCCC(=O)O.Cl. Cell line: PC-3. Synergy scores: CSS=-3.47, Synergy_ZIP=2.02, Synergy_Bliss=-0.548, Synergy_Loewe=-2.17, Synergy_HSA=-3.72. (3) Drug 1: CCN(CC)CCNC(=O)C1=C(NC(=C1C)C=C2C3=C(C=CC(=C3)F)NC2=O)C. Drug 2: COC1=C2C(=CC3=C1OC=C3)C=CC(=O)O2. Cell line: OVCAR-5. Synergy scores: CSS=-2.89, Synergy_ZIP=2.24, Synergy_Bliss=-0.789, Synergy_Loewe=-4.67, Synergy_HSA=-5.17. (4) Drug 1: C1CC(=O)NC(=O)C1N2CC3=C(C2=O)C=CC=C3N. Drug 2: C(CCl)NC(=O)N(CCCl)N=O. Cell line: NCI-H226. Synergy scores: CSS=17.5, Synergy_ZIP=3.32, Synergy_Bliss=8.19, Synergy_Loewe=6.30, Synergy_HSA=7.47. (5) Drug 1: C1=CC(=CC=C1CCC2=CNC3=C2C(=O)NC(=N3)N)C(=O)NC(CCC(=O)O)C(=O)O. Drug 2: C1CC(=O)NC(=O)C1N2C(=O)C3=CC=CC=C3C2=O. Cell line: OVCAR-8. Synergy scores: CSS=32.6, Synergy_ZIP=16.5, Synergy_Bliss=13.5, Synergy_Loewe=-5.46, Synergy_HSA=12.9. (6) Drug 1: C1CC(C1)(C(=O)O)C(=O)O.[NH2-].[NH2-].[Pt+2]. Drug 2: CC1=C(N=C(N=C1N)C(CC(=O)N)NCC(C(=O)N)N)C(=O)NC(C(C2=CN=CN2)OC3C(C(C(C(O3)CO)O)O)OC4C(C(C(C(O4)CO)O)OC(=O)N)O)C(=O)NC(C)C(C(C)C(=O)NC(C(C)O)C(=O)NCCC5=NC(=CS5)C6=NC(=CS6)C(=O)NCCC[S+](C)C)O. Cell line: SK-MEL-5. Synergy scores: CSS=14.3, Synergy_ZIP=-2.38, Synergy_Bliss=2.58, Synergy_Loewe=-6.32, Synergy_HSA=1.14. (7) Drug 1: C1=C(C(=O)NC(=O)N1)N(CCCl)CCCl. Drug 2: CCN(CC)CCNC(=O)C1=C(NC(=C1C)C=C2C3=C(C=CC(=C3)F)NC2=O)C. Cell line: MALME-3M. Synergy scores: CSS=18.3, Synergy_ZIP=-6.74, Synergy_Bliss=0.469, Synergy_Loewe=-4.55, Synergy_HSA=-0.873. (8) Drug 2: C1=NC2=C(N=C(N=C2N1C3C(C(C(O3)CO)O)F)Cl)N. Drug 1: C1=C(C(=O)NC(=O)N1)F. Synergy scores: CSS=20.6, Synergy_ZIP=-17.6, Synergy_Bliss=-15.1, Synergy_Loewe=-8.26, Synergy_HSA=-7.07. Cell line: MDA-MB-231.